This data is from NCI-60 drug combinations with 297,098 pairs across 59 cell lines. The task is: Regression. Given two drug SMILES strings and cell line genomic features, predict the synergy score measuring deviation from expected non-interaction effect. (1) Drug 1: CN(C)C(=N)N=C(N)N. Drug 2: CNC(=O)C1=NC=CC(=C1)OC2=CC=C(C=C2)NC(=O)NC3=CC(=C(C=C3)Cl)C(F)(F)F. Cell line: HCT116. Synergy scores: CSS=56.7, Synergy_ZIP=2.97, Synergy_Bliss=2.08, Synergy_Loewe=-49.5, Synergy_HSA=2.46. (2) Drug 1: C1CCC(C1)C(CC#N)N2C=C(C=N2)C3=C4C=CNC4=NC=N3. Drug 2: CC1C(C(CC(O1)OC2CC(CC3=C2C(=C4C(=C3O)C(=O)C5=CC=CC=C5C4=O)O)(C(=O)C)O)N)O. Cell line: OVCAR-8. Synergy scores: CSS=39.6, Synergy_ZIP=2.59, Synergy_Bliss=4.83, Synergy_Loewe=-39.9, Synergy_HSA=3.44. (3) Drug 1: CCC1=CC2CC(C3=C(CN(C2)C1)C4=CC=CC=C4N3)(C5=C(C=C6C(=C5)C78CCN9C7C(C=CC9)(C(C(C8N6C)(C(=O)OC)O)OC(=O)C)CC)OC)C(=O)OC.C(C(C(=O)O)O)(C(=O)O)O. Drug 2: CC1=C(C=C(C=C1)NC(=O)C2=CC=C(C=C2)CN3CCN(CC3)C)NC4=NC=CC(=N4)C5=CN=CC=C5. Cell line: PC-3. Synergy scores: CSS=37.4, Synergy_ZIP=2.64, Synergy_Bliss=4.20, Synergy_Loewe=-27.5, Synergy_HSA=3.16. (4) Drug 1: CC1=C(C=C(C=C1)C(=O)NC2=CC(=CC(=C2)C(F)(F)F)N3C=C(N=C3)C)NC4=NC=CC(=N4)C5=CN=CC=C5. Drug 2: CS(=O)(=O)CCNCC1=CC=C(O1)C2=CC3=C(C=C2)N=CN=C3NC4=CC(=C(C=C4)OCC5=CC(=CC=C5)F)Cl. Cell line: MCF7. Synergy scores: CSS=5.66, Synergy_ZIP=0.628, Synergy_Bliss=3.61, Synergy_Loewe=-4.58, Synergy_HSA=-3.46. (5) Drug 1: CN1CCC(CC1)COC2=C(C=C3C(=C2)N=CN=C3NC4=C(C=C(C=C4)Br)F)OC. Drug 2: CC12CCC3C(C1CCC2=O)CC(=C)C4=CC(=O)C=CC34C. Cell line: EKVX. Synergy scores: CSS=28.9, Synergy_ZIP=-2.47, Synergy_Bliss=-3.01, Synergy_Loewe=-9.64, Synergy_HSA=-0.347. (6) Drug 1: C1=CC(=C2C(=C1NCCNCCO)C(=O)C3=C(C=CC(=C3C2=O)O)O)NCCNCCO. Drug 2: CC1CCCC2(C(O2)CC(NC(=O)CC(C(C(=O)C(C1O)C)(C)C)O)C(=CC3=CSC(=N3)C)C)C. Cell line: EKVX. Synergy scores: CSS=29.5, Synergy_ZIP=-2.76, Synergy_Bliss=-0.189, Synergy_Loewe=0.308, Synergy_HSA=-0.569.